This data is from Forward reaction prediction with 1.9M reactions from USPTO patents (1976-2016). The task is: Predict the product of the given reaction. (1) Given the reactants C([NH:8][CH2:9][C:10]1[CH:32]=[CH:31][C:13]([C:14]([NH:16][C@@H:17]([CH2:21][CH2:22][NH:23]C(OC(C)(C)C)=O)[C:18]([OH:20])=[O:19])=[O:15])=[CH:12][CH:11]=1)(OC(C)(C)C)=O.Cl.O1CCOCC1, predict the reaction product. The product is: [NH2:8][CH2:9][C:10]1[CH:32]=[CH:31][C:13]([C:14]([NH:16][C@@H:17]([CH2:21][CH2:22][NH2:23])[C:18]([OH:20])=[O:19])=[O:15])=[CH:12][CH:11]=1. (2) Given the reactants [NH:1]1[C:5]2[CH:6]=[CH:7][CH:8]=[CH:9][C:4]=2[N:3]=[C:2]1[S:10][CH2:11][C:12]1[CH:13]=[CH:14][C:15]([NH2:18])=[N:16][CH:17]=1.[OH2:19], predict the reaction product. The product is: [NH:1]1[C:5]2[CH:6]=[CH:7][CH:8]=[CH:9][C:4]=2[N:3]=[C:2]1[S:10]([CH2:11][C:12]1[CH:13]=[CH:14][C:15]([NH2:18])=[N:16][CH:17]=1)=[O:19]. (3) Given the reactants Br[C:2]1[CH:3]=[C:4]([C:23]2[N:27]([C:28]3[CH:33]=[CH:32][CH:31]=[CH:30][CH:29]=3)[C:26]3[CH:34]=[CH:35][CH:36]=[CH:37][C:25]=3[N:24]=2)[CH:5]=[C:6]([C:8]2[N:12]([C:13]3[CH:18]=[CH:17][CH:16]=[CH:15][CH:14]=3)[C:11]3[CH:19]=[CH:20][CH:21]=[CH:22][C:10]=3[N:9]=2)[CH:7]=1.[B:38]1([B:38]2[O:42][C:41]([CH3:44])([CH3:43])[C:40]([CH3:46])([CH3:45])[O:39]2)[O:42][C:41]([CH3:44])([CH3:43])[C:40]([CH3:46])([CH3:45])[O:39]1.C([O-])(=O)C.[K+], predict the reaction product. The product is: [CH3:45][C:40]1([CH3:46])[C:41]([CH3:44])([CH3:43])[O:42][B:38]([C:2]2[CH:3]=[C:4]([C:23]3[N:27]([C:28]4[CH:33]=[CH:32][CH:31]=[CH:30][CH:29]=4)[C:26]4[CH:34]=[CH:35][CH:36]=[CH:37][C:25]=4[N:24]=3)[CH:5]=[C:6]([C:8]3[N:12]([C:13]4[CH:18]=[CH:17][CH:16]=[CH:15][CH:14]=4)[C:11]4[CH:19]=[CH:20][CH:21]=[CH:22][C:10]=4[N:9]=3)[CH:7]=2)[O:39]1. (4) Given the reactants [C:1]([O:5][C:6]([N:8]1[CH2:13][CH2:12][CH2:11][CH:10]([C:14]([OH:16])=O)[CH2:9]1)=[O:7])([CH3:4])([CH3:3])[CH3:2].C(Cl)(=O)C(Cl)=O.Cl.[NH2:24][CH:25]([C:31](=[O:45])[C:32]1[CH:37]=[CH:36][C:35]([O:38][C:39]2[CH:44]=[CH:43][CH:42]=[CH:41][CH:40]=2)=[CH:34][CH:33]=1)[C:26]([O:28][CH2:29][CH3:30])=[O:27], predict the reaction product. The product is: [CH2:29]([O:28][C:26](=[O:27])[CH:25]([NH:24][C:14]([CH:10]1[CH2:11][CH2:12][CH2:13][N:8]([C:6]([O:5][C:1]([CH3:2])([CH3:3])[CH3:4])=[O:7])[CH2:9]1)=[O:16])[C:31](=[O:45])[C:32]1[CH:37]=[CH:36][C:35]([O:38][C:39]2[CH:44]=[CH:43][CH:42]=[CH:41][CH:40]=2)=[CH:34][CH:33]=1)[CH3:30]. (5) Given the reactants [C:1]1([CH:7]2[CH2:12][CH:11]([NH:13][C@@H:14]3[CH2:16][C@H:15]3[C:17]3[CH:22]=[CH:21][C:20]([NH:23][C:24](=[O:35])[C:25]4[CH:30]=[CH:29][CH:28]=[C:27]([C:31]([F:34])([F:33])[F:32])[CH:26]=4)=[CH:19][CH:18]=3)[CH2:10][CH2:9][N:8]2C(OC(C)(C)C)=O)[CH:6]=[CH:5][CH:4]=[CH:3][CH:2]=1.[ClH:43].COC1CCCC1, predict the reaction product. The product is: [ClH:43].[ClH:43].[C:1]1([CH:7]2[CH2:12][CH:11]([NH:13][C@@H:14]3[CH2:16][C@H:15]3[C:17]3[CH:22]=[CH:21][C:20]([NH:23][C:24](=[O:35])[C:25]4[CH:30]=[CH:29][CH:28]=[C:27]([C:31]([F:32])([F:33])[F:34])[CH:26]=4)=[CH:19][CH:18]=3)[CH2:10][CH2:9][NH:8]2)[CH:6]=[CH:5][CH:4]=[CH:3][CH:2]=1. (6) Given the reactants Br[C:2]1[CH:9]=[CH:8][C:5]([C:6]#[N:7])=[CH:4][C:3]=1[C:10]([F:13])([F:12])[F:11].CC(N(C)C)=O.[Br-].[CH:21]1([Zn+])[CH2:26][CH2:25][CH2:24][CH2:23][CH2:22]1, predict the reaction product. The product is: [CH:21]1([C:2]2[CH:9]=[CH:8][C:5]([C:6]#[N:7])=[CH:4][C:3]=2[C:10]([F:13])([F:12])[F:11])[CH2:26][CH2:25][CH2:24][CH2:23][CH2:22]1. (7) The product is: [CH2:1]([N:3]([CH2:26][C:27]1[CH:32]=[CH:31][CH:30]=[CH:29][C:28]=1[F:33])[C:4](=[O:25])[CH2:5][O:6][C:7]1[CH:24]=[CH:23][C:10]([O:11][CH2:12][C:13]2[CH:22]=[CH:21][CH:20]=[CH:19][C:14]=2[C:15]([OH:17])=[O:16])=[CH:9][CH:8]=1)[CH3:2]. Given the reactants [CH2:1]([N:3]([CH2:26][C:27]1[CH:32]=[CH:31][CH:30]=[CH:29][C:28]=1[F:33])[C:4](=[O:25])[CH2:5][O:6][C:7]1[CH:24]=[CH:23][C:10]([O:11][CH2:12][C:13]2[CH:22]=[CH:21][CH:20]=[CH:19][C:14]=2[C:15]([O:17]C)=[O:16])=[CH:9][CH:8]=1)[CH3:2].[OH-].[K+], predict the reaction product. (8) Given the reactants [O:1]1[C:6]2[CH:7]=[CH:8][C:9]([CH2:11][N:12]([CH:20]3[CH2:25][CH2:24][N:23]([CH2:26][CH2:27][N:28]4[C:37]5[C:32](=[CH:33][C:34]([N+:38]([O-:40])=[O:39])=[CH:35][CH:36]=5)[CH:31]=[CH:30][C:29]4=[O:41])[CH2:22][CH2:21]3)C(=O)OC(C)(C)C)=[CH:10][C:5]=2[O:4][CH2:3][CH2:2]1.[ClH:42].O1CCOCC1, predict the reaction product. The product is: [ClH:42].[O:1]1[C:6]2[CH:7]=[CH:8][C:9]([CH2:11][NH:12][CH:20]3[CH2:21][CH2:22][N:23]([CH2:26][CH2:27][N:28]4[C:37]5[C:32](=[CH:33][C:34]([N+:38]([O-:40])=[O:39])=[CH:35][CH:36]=5)[CH:31]=[CH:30][C:29]4=[O:41])[CH2:24][CH2:25]3)=[CH:10][C:5]=2[O:4][CH2:3][CH2:2]1. (9) The product is: [C:14]1([CH2:13][O:12][C:5]2[C:6]3[C:11](=[CH:10][CH:9]=[CH:8][CH:7]=3)[C:2]([C:20]#[N:21])=[N:3][CH:4]=2)[CH:19]=[CH:18][CH:17]=[CH:16][CH:15]=1. Given the reactants Cl[C:2]1[C:11]2[C:6](=[CH:7][CH:8]=[CH:9][CH:10]=2)[C:5]([O:12][CH2:13][C:14]2[CH:19]=[CH:18][CH:17]=[CH:16][CH:15]=2)=[CH:4][N:3]=1.[CH3:20][N:21](C=O)C, predict the reaction product.